Dataset: Forward reaction prediction with 1.9M reactions from USPTO patents (1976-2016). Task: Predict the product of the given reaction. (1) Given the reactants C=O.C(O)(=O)C.[Cl:7][C:8]1[CH:9]=[CH:10][C:11]2[CH2:12][NH:13][CH2:14][CH:15]([C:19]3[S:20][CH:21]=[C:22]([CH3:24])[N:23]=3)[O:16][C:17]=2[N:18]=1.[C:25]([BH3-])#[N:26].[Na+], predict the reaction product. The product is: [NH3:13].[Cl:7][C:8]1[CH:9]=[CH:10][C:11]2[CH2:12][N:26]([CH3:25])[CH2:14][CH:15]([C:19]3[S:20][CH:21]=[C:22]([CH3:24])[N:23]=3)[O:16][C:17]=2[N:18]=1. (2) The product is: [CH3:1][N:2]([C@@H:16]([C:19]1[CH:20]=[CH:21][CH:22]=[CH:23][CH:24]=1)[CH2:17][CH3:18])[C:3]([C:5]1[N:6]=[C:7]([CH:10]2[CH2:15][CH2:14][N:13]([C:39](=[O:40])[CH2:38][N:37]3[C:33]([CH3:32])=[CH:34][C:35]([C:42]([F:45])([F:44])[F:43])=[N:36]3)[CH2:12][CH2:11]2)[S:8][CH:9]=1)=[O:4]. Given the reactants [CH3:1][N:2]([C@@H:16]([C:19]1[CH:24]=[CH:23][CH:22]=[CH:21][CH:20]=1)[CH2:17][CH3:18])[C:3]([C:5]1[N:6]=[C:7]([CH:10]2[CH2:15][CH2:14][NH:13][CH2:12][CH2:11]2)[S:8][CH:9]=1)=[O:4].C(N(CC)CC)C.[CH3:32][C:33]1[N:37]([CH2:38][C:39](O)=[O:40])[N:36]=[C:35]([C:42]([F:45])([F:44])[F:43])[CH:34]=1.Cl.CN(C)CCCN=C=NCC, predict the reaction product. (3) Given the reactants N[C:2]1[C:3]([CH3:9])=[N:4][CH:5]=[CH:6][C:7]=1[CH3:8].N(OCCC(C)C)=O.C(I)[I:19], predict the reaction product. The product is: [I:19][C:2]1[C:3]([CH3:9])=[N:4][CH:5]=[CH:6][C:7]=1[CH3:8]. (4) The product is: [C:31]([O:30][C:28]([N:19]([CH2:20][O:21][CH2:22][CH2:23][Si:24]([CH3:26])([CH3:25])[CH3:27])[C:10]1[S:11][C@:12]2([C:15]([O:17][CH3:18])=[O:16])[C@H:14]([C@:8]([C:6]3[CH:7]=[C:2]([NH:1][C:47]([C:44]4[CH:43]=[N:42][C:41]([O:40][CH2:37][C:38]#[CH:39])=[CH:46][N:45]=4)=[O:48])[CH:3]=[CH:4][C:5]=3[F:36])([CH3:35])[N:9]=1)[CH2:13]2)=[O:29])([CH3:32])([CH3:34])[CH3:33]. Given the reactants [NH2:1][C:2]1[CH:3]=[CH:4][C:5]([F:36])=[C:6]([C@:8]2([CH3:35])[C@H:14]3[C@:12]([C:15]([O:17][CH3:18])=[O:16])([CH2:13]3)[S:11][C:10]([N:19]([C:28]([O:30][C:31]([CH3:34])([CH3:33])[CH3:32])=[O:29])[CH2:20][O:21][CH2:22][CH2:23][Si:24]([CH3:27])([CH3:26])[CH3:25])=[N:9]2)[CH:7]=1.[CH2:37]([O:40][C:41]1[N:42]=[CH:43][C:44]([C:47](O)=[O:48])=[N:45][CH:46]=1)[C:38]#[CH:39].C(N(C(C)C)CC)(C)C.F[P-](F)(F)(F)(F)F.C(C(=NO[C+](N(C)C)N1CCOCC1)C(OCC)=O)#N, predict the reaction product. (5) Given the reactants [C:1]([O:5][C:6]([N:8]1[C:16]2[C:11](=[CH:12][C:13]([S:17][Si](C(C)C)(C(C)C)C(C)C)=[CH:14][CH:15]=2)[CH:10]=[CH:9]1)=[O:7])([CH3:4])([CH3:3])[CH3:2].[F-].C([N+](CCCC)(CCCC)CCCC)CCC, predict the reaction product. The product is: [C:1]([O:5][C:6]([N:8]1[C:16]2[C:11](=[CH:12][C:13]([SH:17])=[CH:14][CH:15]=2)[CH:10]=[CH:9]1)=[O:7])([CH3:4])([CH3:2])[CH3:3].